Dataset: Full USPTO retrosynthesis dataset with 1.9M reactions from patents (1976-2016). Task: Predict the reactants needed to synthesize the given product. Given the product [ClH:12].[CH3:1][O:2][C:3]1[CH:4]=[CH:5][N:6]=[C:7]([CH3:11])[C:8]=1[CH2:9][NH2:10], predict the reactants needed to synthesize it. The reactants are: [CH3:1][O:2][C:3]1[C:8]([C:9]#[N:10])=[C:7]([CH3:11])[N:6]=[CH:5][CH:4]=1.[ClH:12].